Dataset: Full USPTO retrosynthesis dataset with 1.9M reactions from patents (1976-2016). Task: Predict the reactants needed to synthesize the given product. (1) Given the product [ClH:1].[ClH:1].[NH2:3][C@@H:4]([CH3:13])[C@H:5]([OH:12])[C:6]([NH:8][CH:9]1[CH2:10][CH2:11]1)=[O:7], predict the reactants needed to synthesize it. The reactants are: [ClH:1].Cl.[NH2:3][C@@H:4]([CH2:13]C)[C@H:5]([OH:12])[C:6]([NH:8][CH:9]1[CH2:11][CH2:10]1)=[O:7].OC[C@@H](NC(=O)OC(C)(C)C)C. (2) Given the product [CH2:1]([O:8][C:9]([NH:11][C:12]([CH3:17])([CH3:16])[C:13]([N:24]1[CH2:25][CH2:26][N:21]([CH:18]([CH3:20])[CH3:19])[CH2:22][CH2:23]1)=[O:15])=[O:10])[C:2]1[CH:3]=[CH:4][CH:5]=[CH:6][CH:7]=1, predict the reactants needed to synthesize it. The reactants are: [CH2:1]([O:8][C:9]([NH:11][C:12]([CH3:17])([CH3:16])[C:13]([OH:15])=O)=[O:10])[C:2]1[CH:7]=[CH:6][CH:5]=[CH:4][CH:3]=1.[CH:18]([N:21]1[CH2:26][CH2:25][NH:24][CH2:23][CH2:22]1)([CH3:20])[CH3:19].ON1C2C=CC=CC=2N=N1.C(N(CC)CC)C. (3) Given the product [Cl:17][C:14]1[N:15]=[CH:16][C:11]([NH:10][C:41](=[O:42])[C:40]2[CH:44]=[CH:45][C:37]([CH2:36][C:30]3[C:31](=[O:35])[C:32]([O:33][CH3:34])=[C:27]([O:26][CH3:25])[C:28](=[O:51])[C:29]=3[CH3:50])=[CH:38][C:39]=2[OH:46])=[CH:12][CH:13]=1, predict the reactants needed to synthesize it. The reactants are: [Cl-].ClC1N(C)CC[NH+]1C.[NH2:10][C:11]1[CH:12]=[CH:13][C:14]([Cl:17])=[N:15][CH:16]=1.C(N(CC)CC)C.[CH3:25][O:26][C:27]1[C:28](=[O:51])[C:29]([CH3:50])=[C:30]([CH2:36][C:37]2[CH:45]=[CH:44][C:40]([C:41](O)=[O:42])=[C:39]([O:46]C(=O)C)[CH:38]=2)[C:31](=[O:35])[C:32]=1[O:33][CH3:34]. (4) Given the product [CH3:2][C:3]1[N:4]=[C:5]([C:13]2[CH:14]=[CH:15][CH:16]=[CH:17][CH:18]=2)[N:6]2[C:11]=1[CH:10]=[N:9][C:8]([NH:12][C:20]1[CH:25]=[CH:24][C:23]([N+:26]([O-:28])=[O:27])=[CH:22][CH:21]=1)=[N:7]2, predict the reactants needed to synthesize it. The reactants are: Cl.[CH3:2][C:3]1[N:4]=[C:5]([C:13]2[CH:18]=[CH:17][CH:16]=[CH:15][CH:14]=2)[N:6]2[C:11]=1[CH:10]=[N:9][C:8]([NH2:12])=[N:7]2.I[C:20]1[CH:25]=[CH:24][C:23]([N+:26]([O-:28])=[O:27])=[CH:22][CH:21]=1.C1C=CC(P(C2C=CC3C(=CC=CC=3)C=2C2C3C(=CC=CC=3)C=CC=2P(C2C=CC=CC=2)C2C=CC=CC=2)C2C=CC=CC=2)=CC=1.CC(C)([O-])C.[Na+]. (5) The reactants are: [Br:1][C:2]1[C:6]([C:7]#[N:8])=[C:5](Br)[S:4][C:3]=1[C:10]([O:12][CH2:13][CH3:14])=[O:11].[O:15]1[CH2:20][CH:19]=[C:18](B2OC(C)(C)C(C)(C)O2)[CH2:17][CH2:16]1.O1CCOCC1.O.C(=O)([O-])[O-].[Cs+].[Cs+]. Given the product [Br:1][C:2]1[C:6]([C:7]#[N:8])=[C:5]([C:18]2[CH2:19][CH2:20][O:15][CH2:16][CH:17]=2)[S:4][C:3]=1[C:10]([O:12][CH2:13][CH3:14])=[O:11], predict the reactants needed to synthesize it.